This data is from Forward reaction prediction with 1.9M reactions from USPTO patents (1976-2016). The task is: Predict the product of the given reaction. Given the reactants N[C:2]1[CH:11]=[CH:10][CH:9]=[C:8]2[C:3]=1[CH:4]=[CH:5][CH:6]=[N:7]2.N([O-])=O.[Na+].[OH-].[Na+].[BrH:18], predict the reaction product. The product is: [Br:18][C:2]1[CH:11]=[CH:10][CH:9]=[C:8]2[C:3]=1[CH:4]=[CH:5][CH:6]=[N:7]2.